Dataset: Full USPTO retrosynthesis dataset with 1.9M reactions from patents (1976-2016). Task: Predict the reactants needed to synthesize the given product. (1) Given the product [CH3:27][O:26][C:24](=[O:25])[C:23]1[CH:28]=[CH:29][C:20]([O:18][C@H:15]2[CH2:14][CH2:13][C@H:12]([C:10]([N:7]3[CH2:8][CH2:9][N:4]([CH:1]([CH3:3])[CH3:2])[CH2:5][CH2:6]3)=[O:11])[CH2:17][CH2:16]2)=[CH:21][CH:22]=1, predict the reactants needed to synthesize it. The reactants are: [CH:1]([N:4]1[CH2:9][CH2:8][N:7]([C:10]([C@H:12]2[CH2:17][CH2:16][C@@H:15]([OH:18])[CH2:14][CH2:13]2)=[O:11])[CH2:6][CH2:5]1)([CH3:3])[CH3:2].O[C:20]1[CH:29]=[CH:28][C:23]([C:24]([O:26][CH3:27])=[O:25])=[CH:22][CH:21]=1.C1(P(C2C=CC=CC=2)C2C=CC=CC=2)C=CC=CC=1.N(C(OC(C)(C)C)=O)=NC(OC(C)(C)C)=O. (2) Given the product [C:24]([O:28][C:29](=[O:36])[NH:30][C@H:31]1[CH2:35][CH2:34][N:33]([C:16]2[N:15]=[C:14]([NH:13][C:10]3[CH:11]=[CH:12][C:7]([C:6](=[O:23])[NH:5][C:1]([CH3:4])([CH3:3])[CH3:2])=[CH:8][CH:9]=3)[C:19]([C:20]#[N:21])=[CH:18][N:17]=2)[CH2:32]1)([CH3:27])([CH3:25])[CH3:26], predict the reactants needed to synthesize it. The reactants are: [C:1]([NH:5][C:6](=[O:23])[C:7]1[CH:12]=[CH:11][C:10]([NH:13][C:14]2[C:19]([C:20]#[N:21])=[CH:18][N:17]=[C:16](Cl)[N:15]=2)=[CH:9][CH:8]=1)([CH3:4])([CH3:3])[CH3:2].[C:24]([O:28][C:29](=[O:36])[NH:30][C@H:31]1[CH2:35][CH2:34][NH:33][CH2:32]1)([CH3:27])([CH3:26])[CH3:25].CCN(C(C)C)C(C)C. (3) Given the product [CH3:1][O:2][CH2:3][CH2:4][O:5][C:6]1[CH:11]=[CH:10][N:9]2[C:12]([C:15]3[CH:24]=[CH:23][C:22]4[C:17](=[C:18]([N:25]5[CH2:30][CH2:29][NH:28][CH2:27][CH2:26]5)[CH:19]=[CH:20][CH:21]=4)[N:16]=3)=[N:13][N:14]=[C:8]2[CH:7]=1, predict the reactants needed to synthesize it. The reactants are: [CH3:1][O:2][CH2:3][CH2:4][O:5][C:6]1[CH:11]=[CH:10][N:9]2[C:12]([C:15]3[CH:24]=[CH:23][C:22]4[C:17](=[C:18]([N:25]5[CH2:30][CH2:29][N:28](C(OC(C)(C)C)=O)[CH2:27][CH2:26]5)[CH:19]=[CH:20][CH:21]=4)[N:16]=3)=[N:13][N:14]=[C:8]2[CH:7]=1.Cl.[OH-].[Na+]. (4) Given the product [CH2:19]([OH:18])[CH3:20].[NH3:3].[NH:5]1[CH:6]=[C:2]([CH:23]([C:22]2[CH:21]=[CH:20][C:19]([O:18][CH3:17])=[C:26]([N+:27]([O-:29])=[O:28])[CH:25]=2)[OH:24])[N:3]=[CH:4]1, predict the reactants needed to synthesize it. The reactants are: I[C:2]1[N:3]=[CH:4][N:5](S(N(C)C)(=O)=O)[CH:6]=1.C([Mg]Br)C.[CH3:17][O:18][C:19]1[C:26]([N+:27]([O-:29])=[O:28])=[CH:25][C:22]([CH:23]=[O:24])=[CH:21][CH:20]=1.